Dataset: Forward reaction prediction with 1.9M reactions from USPTO patents (1976-2016). Task: Predict the product of the given reaction. (1) Given the reactants [NH2:1][C:2]1[C:7]2=[CH:8][CH:9]=[C:10]([C:11]3[CH:16]=[CH:15][C:14]([N:17]4[CH2:22][CH2:21][N:20]([C:23]([O:25][C:26]([CH3:29])([CH3:28])[CH3:27])=[O:24])[CH2:19][CH2:18]4)=[CH:13][CH:12]=3)[N:6]2[N:5]=[CH:4][N:3]=1.[Br:30]N1C(C)(C)C(=O)N(Br)C1=O, predict the reaction product. The product is: [NH2:1][C:2]1[C:7]2=[C:8]([Br:30])[CH:9]=[C:10]([C:11]3[CH:12]=[CH:13][C:14]([N:17]4[CH2:18][CH2:19][N:20]([C:23]([O:25][C:26]([CH3:29])([CH3:28])[CH3:27])=[O:24])[CH2:21][CH2:22]4)=[CH:15][CH:16]=3)[N:6]2[N:5]=[CH:4][N:3]=1. (2) Given the reactants Cl.[CH3:2][O:3][C:4]1[C:12]2[O:11][C:10]([CH3:14])([CH3:13])[CH2:9][C:8]=2[C:7]([C:15]2[C:16]([CH3:28])([CH3:27])[C:17](=[O:26])[N:18]([CH:20]3[CH2:25][CH2:24][NH:23][CH2:22][CH2:21]3)[N:19]=2)=[CH:6][CH:5]=1.[F:29][CH:30]([F:42])[O:31][C:32]1[CH:33]=[CH:34][C:35]([CH3:41])=[C:36]([CH:40]=1)[C:37](O)=[O:38], predict the reaction product. The product is: [F:29][CH:30]([F:42])[O:31][C:32]1[CH:33]=[CH:34][C:35]([CH3:41])=[C:36]([C:37]([N:23]2[CH2:24][CH2:25][CH:20]([N:18]3[C:17](=[O:26])[C:16]([CH3:28])([CH3:27])[C:15]([C:7]4[C:8]5[CH2:9][C:10]([CH3:14])([CH3:13])[O:11][C:12]=5[C:4]([O:3][CH3:2])=[CH:5][CH:6]=4)=[N:19]3)[CH2:21][CH2:22]2)=[O:38])[CH:40]=1. (3) Given the reactants Br[CH:2]1[CH2:8][NH:7][C:6]2[CH:9]=[CH:10][CH:11]=[CH:12][C:5]=2[N:4]2[C:13]([CH3:16])=[N:14][N:15]=[C:3]12.CC1(C)C(C)(C)OB([C:25]2[CH:26]=[CH:27][C:28]([NH2:31])=[N:29][CH:30]=2)O1.C([O-])([O-])=O.[Cs+].[Cs+], predict the reaction product. The product is: [CH3:16][C:13]1[N:4]2[C:5]3[CH:12]=[CH:11][C:10]([C:25]4[CH:26]=[CH:27][C:28]([NH2:31])=[N:29][CH:30]=4)=[CH:9][C:6]=3[NH:7][CH2:8][CH2:2][C:3]2=[N:15][N:14]=1. (4) Given the reactants ClC1C=CC([N:8]([CH3:32])[C:9]([C:11]2[C:16]([CH3:17])=[CH:15][C:14]([N:18]3[CH2:23][CH2:22][O:21][CH2:20][CH2:19]3)=[CH:13][C:12]=2OS(C(F)(F)F)(=O)=O)=[O:10])=CC=1.C([C:37]1[CH:42]=[C:41](C)[CH:40]=[C:39](C(C)(C)C)[C:38]=1O)(C)(C)C.[Cl-:49].[Li+].C(C([Sn])=C(CC[CH2:63][CH3:64])CCCC)CCC, predict the reaction product. The product is: [Cl:49][C:37]1[CH:38]=[CH:39][C:40]([CH2:32][NH:8][C:9](=[O:10])[C:11]2[C:12]([CH:63]=[CH2:64])=[CH:13][C:14]([N:18]3[CH2:19][CH2:20][O:21][CH2:22][CH2:23]3)=[CH:15][C:16]=2[CH3:17])=[CH:41][CH:42]=1. (5) Given the reactants I[C:2]1[CH:12]=[CH:11][C:5]([C:6]([O:8][CH2:9][CH3:10])=[O:7])=[CH:4][CH:3]=1.C(=O)([O-])[O-].[Cs+].[Cs+].[CH3:19][O:20][CH2:21][C:22]1[CH:27]=[CH:26][C:25](B2OC(C)(C)C(C)(C)O2)=[CH:24][CH:23]=1, predict the reaction product. The product is: [CH3:19][O:20][CH2:21][C:22]1[CH:27]=[CH:26][C:25]([C:2]2[CH:12]=[CH:11][C:5]([C:6]([O:8][CH2:9][CH3:10])=[O:7])=[CH:4][CH:3]=2)=[CH:24][CH:23]=1. (6) The product is: [C:7]([O:11][C:12]([N:14]1[CH2:18][CH2:17][CH:16]([C:19]2[CH:24]=[CH:23][C:22]([S:25]([C:26]3[CH:31]=[CH:30][CH:29]=[CH:28][C:27]=3[C:32]#[N:33])=[O:1])=[CH:21][C:20]=2[O:34][CH3:35])[CH2:15]1)=[O:13])([CH3:10])([CH3:9])[CH3:8]. Given the reactants [OH:1]OS([O-])=O.[K+].[C:7]([O:11][C:12]([N:14]1[CH2:18][CH2:17][CH:16]([C:19]2[CH:24]=[CH:23][C:22]([S:25][C:26]3[CH:31]=[CH:30][CH:29]=[CH:28][C:27]=3[C:32]#[N:33])=[CH:21][C:20]=2[O:34][CH3:35])[CH2:15]1)=[O:13])([CH3:10])([CH3:9])[CH3:8], predict the reaction product. (7) Given the reactants [N:1]1([C:5]([C:7]2[CH:33]=[CH:32][C:10]([O:11][C:12]3[CH:13]=[C:14]([C:24]4[NH:28][C:27]([C:29](O)=[O:30])=[CH:26][CH:25]=4)[CH:15]=[C:16]([O:18][C@@H:19]([CH3:23])[CH2:20][O:21][CH3:22])[CH:17]=3)=[C:9]([F:34])[CH:8]=2)=[O:6])[CH2:4][CH2:3][CH2:2]1.[C:35]([NH:38][NH2:39])(=[O:37])[CH3:36].CN(C(ON1N=NC2C=CC=NC1=2)=[N+](C)C)C.F[P-](F)(F)(F)(F)F.C(N(CC)C(C)C)(C)C, predict the reaction product. The product is: [C:35]([NH:38][NH:39][C:29]([C:27]1[NH:28][C:24]([C:14]2[CH:15]=[C:16]([O:18][C@@H:19]([CH3:23])[CH2:20][O:21][CH3:22])[CH:17]=[C:12]([O:11][C:10]3[CH:32]=[CH:33][C:7]([C:5]([N:1]4[CH2:2][CH2:3][CH2:4]4)=[O:6])=[CH:8][C:9]=3[F:34])[CH:13]=2)=[CH:25][CH:26]=1)=[O:30])(=[O:37])[CH3:36]. (8) The product is: [Br:17][C:18]1[CH:23]=[CH:22][C:21]([CH2:24][C:25]([NH:9][C:8]2[CH:10]=[CH:11][C:5]([CH2:4][N:2]([CH3:1])[CH3:3])=[C:6]([C:12]([F:14])([F:13])[F:15])[CH:7]=2)=[O:26])=[C:20]([F:28])[CH:19]=1. Given the reactants [CH3:1][N:2]([CH2:4][C:5]1[CH:11]=[CH:10][C:8]([NH2:9])=[CH:7][C:6]=1[C:12]([F:15])([F:14])[F:13])[CH3:3].Cl.[Br:17][C:18]1[CH:23]=[CH:22][C:21]([CH2:24][C:25](O)=[O:26])=[C:20]([F:28])[CH:19]=1.CCN(CC)CC.C(Cl)CCl.C1C=CC2N(O)N=NC=2C=1, predict the reaction product. (9) Given the reactants C(OC(=O)[NH:7][C:8]1[CH:13]=[CH:12][CH:11]=[CH:10][C:9]=1[NH:14][C:15]([C:17]1[S:21][C:20]2[CH:22]=[CH:23][C:24]([O:26][CH2:27][CH2:28][O:29][Si](C(C)(C)C)(C)C)=[CH:25][C:19]=2[CH:18]=1)=[O:16])(C)(C)C.[F-].C([N+](CCCC)(CCCC)CCCC)CCC, predict the reaction product. The product is: [NH2:7][C:8]1[CH:13]=[CH:12][CH:11]=[CH:10][C:9]=1[NH:14][C:15]([C:17]1[S:21][C:20]2[CH:22]=[CH:23][C:24]([O:26][CH2:27][CH2:28][OH:29])=[CH:25][C:19]=2[CH:18]=1)=[O:16].